From a dataset of Catalyst prediction with 721,799 reactions and 888 catalyst types from USPTO. Predict which catalyst facilitates the given reaction. Reactant: [C:1]([N:8]1[CH:12]=[CH:11][N:10]=C1)([N:3]1[CH:7]=[CH:6]N=C1)=[S:2].N1C=CN=C1.Cl.[N+:19]([C:22]1[CH:23]=C([CH:27]=[CH:28][CH:29]=1)CN)([O-:21])=[O:20].[F:30][C:31]1[CH:32]=C(N)C(N)=[CH:35][CH:36]=1. Product: [NH2:10][C:11]1[CH:32]=[C:31]([F:30])[CH:36]=[CH:35][C:12]=1[NH:8][C:1]([NH:3][CH2:7][C:6]1[CH:27]=[CH:28][CH:29]=[C:22]([N+:19]([O-:21])=[O:20])[CH:23]=1)=[S:2]. The catalyst class is: 10.